Dataset: Reaction yield outcomes from USPTO patents with 853,638 reactions. Task: Predict the reaction yield, written as a fraction of the theoretical maximum amount of product (1.0 means a 100% yield; for example, 0.34 means a 34% yield). (1) The reactants are CS[C:3]1[NH:4][CH:5]=[CH:6][C:7](=[O:9])[N:8]=1.[CH3:10][O:11][C:12]1[CH:13]=[C:14]([CH:16]=[CH:17][C:18]=1[O:19][CH3:20])[NH2:15].[CH3:10][O:11][C:12]1[CH:13]=[C:14]([NH2:15])[CH:16]=[CH:17][C:18]=1[O:19][CH3:20]. No catalyst specified. The product is [CH3:10][O:11][C:12]1[CH:13]=[C:14]([NH:15][C:3]2[NH:4][CH:5]=[CH:6][C:7](=[O:9])[N:8]=2)[CH:16]=[CH:17][C:18]=1[O:19][CH3:20]. The yield is 0.870. (2) The reactants are [NH2:1][C:2]1[CH:3]=[C:4]([OH:9])[CH:5]=[CH:6][C:7]=1[F:8].Cl[C:11]1[CH:16]=[CH:15][N:14]=[C:13]([NH2:17])[N:12]=1. No catalyst specified. The product is [NH2:1][C:2]1[CH:3]=[C:4]([CH:5]=[CH:6][C:7]=1[F:8])[O:9][C:11]1[CH:16]=[CH:15][N:14]=[C:13]([NH2:17])[N:12]=1. The yield is 0.590.